This data is from Forward reaction prediction with 1.9M reactions from USPTO patents (1976-2016). The task is: Predict the product of the given reaction. (1) Given the reactants [NH2:1][CH:2]1[CH2:11][C:10]2[C:5](=[C:6]([N:12]3[CH2:16][CH2:15][CH2:14][C:13]3=[O:17])[CH:7]=[CH:8][CH:9]=2)[N:4]([CH2:18][C:19]2[CH:23]=[CH:22][S:21][CH:20]=2)[C:3]1=[O:24].O.[C:26]([O:30][C:31]([NH:33][C@@H:34]([C:39](O)=[O:40])[CH2:35][CH:36]([CH3:38])[CH3:37])=[O:32])([CH3:29])([CH3:28])[CH3:27].ON1C2C=CC=CC=2N=N1.Cl.C(N=C=NCCCN(C)C)C, predict the reaction product. The product is: [CH3:37][CH:36]([CH3:38])[CH2:35][C@@H:34]([NH:33][C:31](=[O:32])[O:30][C:26]([CH3:29])([CH3:28])[CH3:27])[C:39](=[O:40])[NH:1][CH:2]1[CH2:11][C:10]2[C:5](=[C:6]([N:12]3[CH2:16][CH2:15][CH2:14][C:13]3=[O:17])[CH:7]=[CH:8][CH:9]=2)[N:4]([CH2:18][C:19]2[CH:23]=[CH:22][S:21][CH:20]=2)[C:3]1=[O:24]. (2) Given the reactants C[O:2][C:3](=[O:42])[C@@H:4]([NH:8][S:9]([C:12]1[CH:17]=[CH:16][C:15]([C:18]2[CH:23]=[CH:22][C:21]([NH:24][C:25]([C:27]3[O:28][C:29]4[CH:36]=[CH:35][C:34]([C:37](=[O:39])[CH3:38])=[C:33]([O:40][CH3:41])[C:30]=4[C:31]=3[CH3:32])=[O:26])=[CH:20][CH:19]=2)=[CH:14][CH:13]=1)(=[O:11])=[O:10])[CH:5]([CH3:7])[CH3:6].[Li+].[OH-], predict the reaction product. The product is: [C:37]([C:34]1[CH:35]=[CH:36][C:29]2[O:28][C:27]([C:25]([NH:24][C:21]3[CH:20]=[CH:19][C:18]([C:15]4[CH:14]=[CH:13][C:12]([S:9]([NH:8][C@@H:4]([CH:5]([CH3:7])[CH3:6])[C:3]([OH:42])=[O:2])(=[O:10])=[O:11])=[CH:17][CH:16]=4)=[CH:23][CH:22]=3)=[O:26])=[C:31]([CH3:32])[C:30]=2[C:33]=1[O:40][CH3:41])(=[O:39])[CH3:38]. (3) Given the reactants [Cl:1][C:2]1[CH:9]=[CH:8][C:5]([C:6]#[N:7])=[C:4]([O:10][C@@H:11]([C:16]2[CH:21]=[CH:20][CH:19]=[CH:18][CH:17]=2)[CH2:12][CH2:13][CH2:14]Cl)[CH:3]=1.[I-:22].[Na+], predict the reaction product. The product is: [Cl:1][C:2]1[CH:9]=[CH:8][C:5]([C:6]#[N:7])=[C:4]([O:10][C@@H:11]([C:16]2[CH:21]=[CH:20][CH:19]=[CH:18][CH:17]=2)[CH2:12][CH2:13][CH2:14][I:22])[CH:3]=1. (4) Given the reactants [NH2:1][C:2]1[CH:10]=[C:9]([C:11]2[CH:12]=[C:13]([NH:18][S:19]([CH3:22])(=[O:21])=[O:20])[C:14]([Cl:17])=[N:15][CH:16]=2)[CH:8]=[C:7]2[C:3]=1[CH:4]=[N:5][N:6]2[CH3:23].N1C=CC=CC=1.[CH3:30][C:31]1[S:32][CH:33]=[C:34]([C:36](Cl)=[O:37])[N:35]=1.C(=O)(O)[O-].[Na+], predict the reaction product. The product is: [Cl:17][C:14]1[N:15]=[CH:16][C:11]([C:9]2[CH:8]=[C:7]3[C:3]([CH:4]=[N:5][N:6]3[CH3:23])=[C:2]([NH:1][C:36]([C:34]3[N:35]=[C:31]([CH3:30])[S:32][CH:33]=3)=[O:37])[CH:10]=2)=[CH:12][C:13]=1[NH:18][S:19]([CH3:22])(=[O:21])=[O:20]. (5) Given the reactants [CH2:1]([O:3][C:4]([C:6]1[CH:10]=[C:9]([O:11][CH2:12][C:13]([O:15]CC2C=CC=CC=2)=[O:14])[N:8]([C:23]2[CH:28]=[CH:27][CH:26]=[CH:25][CH:24]=2)[N:7]=1)=[O:5])[CH3:2], predict the reaction product. The product is: [CH2:1]([O:3][C:4]([C:6]1[CH:10]=[C:9]([O:11][CH2:12][C:13]([OH:15])=[O:14])[N:8]([C:23]2[CH:28]=[CH:27][CH:26]=[CH:25][CH:24]=2)[N:7]=1)=[O:5])[CH3:2]. (6) Given the reactants FC(F)(F)C1C=C(NC(=O)NC2C=CC(C3SC(CCC(O)=O)=NC=3)=CC=2)C=CC=1.[F:31][C:32]([F:62])([F:61])[C:33]1[CH:34]=[C:35]([NH:39][C:40](=[O:60])[NH:41][C:42]2[CH:47]=[CH:46][C:45]([C:48]3[O:52][C:51]([CH2:53][CH2:54][CH2:55][C:56]([O:58]C)=[O:57])=[N:50][N:49]=3)=[CH:44][CH:43]=2)[CH:36]=[CH:37][CH:38]=1, predict the reaction product. The product is: [F:61][C:32]([F:31])([F:62])[C:33]1[CH:34]=[C:35]([NH:39][C:40](=[O:60])[NH:41][C:42]2[CH:43]=[CH:44][C:45]([C:48]3[O:52][C:51]([CH2:53][CH2:54][CH2:55][C:56]([OH:58])=[O:57])=[N:50][N:49]=3)=[CH:46][CH:47]=2)[CH:36]=[CH:37][CH:38]=1. (7) Given the reactants [Cl:1][C:2]1[C:3]([OH:37])=[C:4]([S:9]([N:12]([CH2:21][C:22]2[CH:36]=[CH:35][C:25]([CH2:26][NH:27]C(=O)OC(C)(C)C)=[CH:24][CH:23]=2)[CH2:13][C:14]2[CH:19]=[CH:18][C:17]([F:20])=[CH:16][CH:15]=2)(=[O:11])=[O:10])[CH:5]=[C:6]([Cl:8])[CH:7]=1.C(O)(C(F)(F)F)=O, predict the reaction product. The product is: [NH2:27][CH2:26][C:25]1[CH:24]=[CH:23][C:22]([CH2:21][N:12]([CH2:13][C:14]2[CH:19]=[CH:18][C:17]([F:20])=[CH:16][CH:15]=2)[S:9]([C:4]2[CH:5]=[C:6]([Cl:8])[CH:7]=[C:2]([Cl:1])[C:3]=2[OH:37])(=[O:11])=[O:10])=[CH:36][CH:35]=1.